This data is from Reaction yield outcomes from USPTO patents with 853,638 reactions. The task is: Predict the reaction yield, written as a fraction of the theoretical maximum amount of product (1.0 means a 100% yield; for example, 0.34 means a 34% yield). The reactants are [C:1]1([CH2:7][CH:8]([P:18](=[O:21])([OH:20])[OH:19])[NH:9][S:10]([C:13]2[S:14][CH:15]=[CH:16][CH:17]=2)(=[O:12])=[O:11])[CH:6]=[CH:5][CH:4]=[CH:3][CH:2]=1.[Cl:22][C:23]1[C:28](O)=[CH:27][CH:26]=[CH:25][N:24]=1.ClC(Cl)(Cl)C#N. The catalyst is N1C=CC=CC=1. The product is [NH4+:9].[Cl:22][C:23]1[C:28]([O:21][P:18]([CH:8]([NH:9][S:10]([C:13]2[S:14][CH:15]=[CH:16][CH:17]=2)(=[O:11])=[O:12])[CH2:7][C:1]2[CH:6]=[CH:5][CH:4]=[CH:3][CH:2]=2)(=[O:19])[O-:20])=[CH:27][CH:26]=[CH:25][N:24]=1. The yield is 0.540.